From a dataset of Forward reaction prediction with 1.9M reactions from USPTO patents (1976-2016). Predict the product of the given reaction. (1) Given the reactants C([O:3][C:4](=[O:35])[CH:5]=[C:6]([C:8]1[S:12][C:11]2[CH:13]=[CH:14][C:15]([F:34])=[C:16]([C:17]3[CH:22]=[C:21]([CH:23]([CH3:25])[CH3:24])[CH:20]=[C:19]([CH:26]([CH3:28])[CH3:27])[C:18]=3[O:29][CH2:30][CH2:31][CH2:32][CH3:33])[C:10]=2[CH:9]=1)[CH3:7])C.C1COCC1.[Li+].[OH-], predict the reaction product. The product is: [CH2:30]([O:29][C:18]1[C:19]([CH:26]([CH3:28])[CH3:27])=[CH:20][C:21]([CH:23]([CH3:24])[CH3:25])=[CH:22][C:17]=1[C:16]1[C:10]2[CH:9]=[C:8]([C:6]([CH3:7])=[CH:5][C:4]([OH:35])=[O:3])[S:12][C:11]=2[CH:13]=[CH:14][C:15]=1[F:34])[CH2:31][CH2:32][CH3:33]. (2) Given the reactants [CH2:1]([O:3][CH:4]([O:23][CH2:24][CH3:25])[C:5]1[CH:22]=[CH:21][C:8](/[CH:9]=[N:10]/[C:11]2[CH:19]=[CH:18][CH:17]=[C:16]3[C:12]=2[CH2:13][O:14][C:15]3=[O:20])=[CH:7][CH:6]=1)[CH3:2].[F:26][C:27]1[CH:34]=[CH:33][C:30]([CH:31]=O)=[CH:29][CH:28]=1.[O-][CH2:36][CH3:37].[Na+].C(OCC)(=[O:42])CC, predict the reaction product. The product is: [CH2:1]([O:3][CH:4]([O:23][CH2:24][CH3:25])[C:5]1[CH:22]=[CH:21][C:8]([CH:9]2[CH:31]([C:30]3[CH:33]=[CH:34][C:27]([F:26])=[CH:28][CH:29]=3)[C:13](=[O:42])[C:12]3[C:16]([C:15]([O:14][CH2:36][CH3:37])=[O:20])=[CH:17][CH:18]=[CH:19][C:11]=3[NH:10]2)=[CH:7][CH:6]=1)[CH3:2]. (3) Given the reactants [CH2:1]([O:3][P:4]([CH:9]([P:43]([O:48][CH2:49][CH3:50])([O:45][CH2:46][CH3:47])=[O:44])[CH2:10][C:11]([N:13]1[CH2:18][CH2:17][N:16]([C:19]2[C:28]([O:29][CH3:30])=[C:27]3[C:22]([C:23](=[O:40])[C:24]([C:34]([O:36]CC=C)=[O:35])=[CH:25][N:26]3[CH:31]3[CH2:33][CH2:32]3)=[CH:21][C:20]=2[F:41])[CH2:15][CH:14]1[CH3:42])=[O:12])([O:6][CH2:7][CH3:8])=[O:5])[CH3:2].O.C1(C)C(S([O-])=O)=CC=CC=1.[Na+].Cl, predict the reaction product. The product is: [CH2:7]([O:6][P:4]([CH:9]([P:43]([O:45][CH2:46][CH3:47])([O:48][CH2:49][CH3:50])=[O:44])[CH2:10][C:11]([N:13]1[CH2:18][CH2:17][N:16]([C:19]2[C:28]([O:29][CH3:30])=[C:27]3[C:22]([C:23](=[O:40])[C:24]([C:34]([OH:36])=[O:35])=[CH:25][N:26]3[CH:31]3[CH2:33][CH2:32]3)=[CH:21][C:20]=2[F:41])[CH2:15][CH:14]1[CH3:42])=[O:12])([O:3][CH2:1][CH3:2])=[O:5])[CH3:8]. (4) Given the reactants C(O[C:4](=O)[CH:5]([F:11])[C:6]([O:8][CH2:9][CH3:10])=[O:7])C.C1COCC1.[H-].[Na+].C(OC(=O)/C=C/[C:26]1[CH:31]=[CH:30][C:29]([N:32]2[CH:36]=[C:35]([CH3:37])[N:34]=[CH:33]2)=[C:28]([O:38][CH3:39])[CH:27]=1)C, predict the reaction product. The product is: [CH2:9]([O:8][C:6](=[O:7])/[C:5](/[F:11])=[CH:4]\[C:26]1[CH:31]=[CH:30][C:29]([N:32]2[CH:36]=[C:35]([CH3:37])[N:34]=[CH:33]2)=[C:28]([O:38][CH3:39])[CH:27]=1)[CH3:10]. (5) Given the reactants [N:1]([O-])=O.[Na+].[Cl:5][C:6]1[CH:12]=[C:11]([N:13]2[CH2:18][CH2:17][N:16]([CH3:19])[CH2:15][CH2:14]2)[C:9]([NH2:10])=[C:8]([CH2:20][S:21]([C:24]2[CH:29]=[CH:28][C:27]([F:30])=[CH:26][CH:25]=2)(=[O:23])=[O:22])[CH:7]=1.C([O-])([O-])=O.[Na+].[Na+], predict the reaction product. The product is: [Cl:5][C:6]1[CH:7]=[C:8]2[C:9](=[C:11]([N:13]3[CH2:14][CH2:15][N:16]([CH3:19])[CH2:17][CH2:18]3)[CH:12]=1)[NH:10][N:1]=[C:20]2[S:21]([C:24]1[CH:29]=[CH:28][C:27]([F:30])=[CH:26][CH:25]=1)(=[O:22])=[O:23].